The task is: Predict the reactants needed to synthesize the given product.. This data is from Full USPTO retrosynthesis dataset with 1.9M reactions from patents (1976-2016). (1) Given the product [NH2:21][C@@H:17]1[CH2:18][CH2:19][CH2:20][N:15]([C:11]2[N:10]([CH2:29][C:30]3[CH:35]=[C:34]([F:36])[CH:33]=[CH:32][C:31]=3[Cl:37])[C:9]3[C:38](=[O:39])[NH:2][C:1]([C:3]([O:5][CH3:6])=[O:4])=[N:7][C:8]=3[C:12]=2[C:13]#[N:14])[CH2:16]1, predict the reactants needed to synthesize it. The reactants are: [C:1]([C:3]([O:5][CH3:6])=[O:4])#[N:2].[NH2:7][C:8]1[C:12]([C:13]#[N:14])=[C:11]([N:15]2[CH2:20][CH2:19][CH2:18][C@@H:17]([NH:21]C(OC(C)(C)C)=O)[CH2:16]2)[N:10]([CH2:29][C:30]2[CH:35]=[C:34]([F:36])[CH:33]=[CH:32][C:31]=2[Cl:37])[C:9]=1[C:38](OCC)=[O:39]. (2) Given the product [CH3:32][O:31][C:30]1[CH:29]=[CH:28][C:27]([C:33]2[C:34]([CH3:43])=[CH:35][C:36]([C:39]([O:41][CH3:42])=[O:40])=[N:37][CH:38]=2)=[CH:26][C:25]=1[B:15]1[O:16][C:17]([CH3:22])([CH3:23])[C:18]([CH3:20])([CH3:21])[O:19]1, predict the reactants needed to synthesize it. The reactants are: C([O-])(=O)C.[K+].[B:15]1([B:15]2[O:19][C:18]([CH3:21])([CH3:20])[C:17]([CH3:23])([CH3:22])[O:16]2)[O:19][C:18]([CH3:21])([CH3:20])[C:17]([CH3:23])([CH3:22])[O:16]1.I[C:25]1[CH:26]=[C:27]([C:33]2[C:34]([CH3:43])=[CH:35][C:36]([C:39]([O:41][CH3:42])=[O:40])=[N:37][CH:38]=2)[CH:28]=[CH:29][C:30]=1[O:31][CH3:32].C(OCC)(=O)C. (3) Given the product [C:19]([OH:23])(=[O:10])[C:38]([OH:41])=[O:40].[CH3:13][N:14]1[C:22]2[C:17](=[CH:18][C:19]([O:23][S:9]([C:3]3[C:4]([F:8])=[CH:5][CH:6]=[CH:7][C:2]=3[F:1])(=[O:11])=[O:10])=[CH:20][CH:21]=2)[C:16]([CH:24]2[CH2:29][CH2:28][N:27]([CH3:30])[CH2:26][CH2:25]2)=[CH:15]1, predict the reactants needed to synthesize it. The reactants are: [F:1][C:2]1[CH:7]=[CH:6][CH:5]=[C:4]([F:8])[C:3]=1[S:9](Cl)(=[O:11])=[O:10].[CH3:13][N:14]1[C:22]2[C:17](=[CH:18][C:19]([OH:23])=[CH:20][CH:21]=2)[C:16]([CH:24]2[CH2:29][CH2:28][N:27]([CH3:30])[CH2:26][CH2:25]2)=[CH:15]1.C(N(CC)CC)C.[C:38]([O-:41])([OH:40])=O.[Na+].